From a dataset of Peptide-MHC class II binding affinity with 134,281 pairs from IEDB. Regression. Given a peptide amino acid sequence and an MHC pseudo amino acid sequence, predict their binding affinity value. This is MHC class II binding data. (1) The peptide sequence is NFRFMSKGGMRNVFD. The MHC is HLA-DQA10102-DQB10602 with pseudo-sequence HLA-DQA10102-DQB10602. The binding affinity (normalized) is 0.124. (2) The binding affinity (normalized) is 0.528. The peptide sequence is LMCEIEGHHLASAAI. The MHC is DRB1_0701 with pseudo-sequence DRB1_0701. (3) The peptide sequence is GTLVKTITNDQIEVT. The MHC is DRB1_1501 with pseudo-sequence DRB1_1501. The binding affinity (normalized) is 0.211. (4) The peptide sequence is KIPGGAMYADDTAGWDT. The MHC is DRB1_0701 with pseudo-sequence DRB1_0701. The binding affinity (normalized) is 0.188. (5) The peptide sequence is GKNVVNVQTKPSLFK. The MHC is HLA-DQA10601-DQB10402 with pseudo-sequence HLA-DQA10601-DQB10402. The binding affinity (normalized) is 0.215. (6) The peptide sequence is AYDTYKSIPSLEAAV. The MHC is DRB1_0701 with pseudo-sequence DRB1_0701. The binding affinity (normalized) is 0.627. (7) The peptide sequence is IEGITLLNAKFFHMN. The MHC is DRB5_0101 with pseudo-sequence DRB5_0101. The binding affinity (normalized) is 0.924. (8) The binding affinity (normalized) is 0.386. The MHC is DRB1_0701 with pseudo-sequence DRB1_0701. The peptide sequence is VNPIEGEPYVQGQLD. (9) The MHC is DRB3_0101 with pseudo-sequence DRB3_0101. The binding affinity (normalized) is 0.384. The peptide sequence is QDPKNVYQRGTHPFS. (10) The binding affinity (normalized) is 0.538. The peptide sequence is LEFQSHLSGLLNKFI. The MHC is DRB1_0101 with pseudo-sequence DRB1_0101.